From a dataset of Forward reaction prediction with 1.9M reactions from USPTO patents (1976-2016). Predict the product of the given reaction. (1) Given the reactants C([O:3][C:4](=[O:29])[CH2:5][C:6]1[N:7]=[C:8]([NH:11][C:12]([NH:14][C:15]2[CH:20]=[CH:19][C:18]([CH3:21])=[CH:17][C:16]=2[C:22]([CH:24]2[CH2:28][CH2:27][CH2:26][CH2:25]2)=[O:23])=[O:13])[S:9][CH:10]=1)C.[Br:30]N1C(=O)CCC1=O, predict the reaction product. The product is: [Br:30][C:10]1[S:9][C:8]([NH:11][C:12]([NH:14][C:15]2[CH:20]=[CH:19][C:18]([CH3:21])=[CH:17][C:16]=2[C:22]([CH:24]2[CH2:28][CH2:27][CH2:26][CH2:25]2)=[O:23])=[O:13])=[N:7][C:6]=1[CH2:5][C:4]([OH:3])=[O:29]. (2) Given the reactants [C:1]([O:5][C:6]([N:8]1[CH2:16][C:15]2[C:10](=[CH:11][C:12]([CH3:23])=[C:13]([C:17]3[CH2:18][CH2:19][O:20][CH2:21][CH:22]=3)[CH:14]=2)[CH2:9]1)=[O:7])([CH3:4])([CH3:3])[CH3:2].C([O-])=O.[NH4+], predict the reaction product. The product is: [C:1]([O:5][C:6]([N:8]1[CH2:9][C:10]2[C:15](=[CH:14][C:13]([CH:17]3[CH2:22][CH2:21][O:20][CH2:19][CH2:18]3)=[C:12]([CH3:23])[CH:11]=2)[CH2:16]1)=[O:7])([CH3:4])([CH3:2])[CH3:3]. (3) The product is: [CH:1]1([N:5]2[CH2:11][CH2:10][C:9]3[CH:12]=[CH:13][C:14]([NH:16][C:17](=[O:25])[C:18]4[CH:23]=[CH:22][CH:21]=[C:20]([N:42]5[CH:46]=[CH:45][CH:44]=[N:43]5)[CH:19]=4)=[CH:15][C:8]=3[CH2:7][CH2:6]2)[CH2:4][CH2:3][CH2:2]1. Given the reactants [CH:1]1([N:5]2[CH2:11][CH2:10][C:9]3[CH:12]=[CH:13][C:14]([NH:16][C:17](=[O:25])[C:18]4[CH:23]=[CH:22][CH:21]=[C:20](I)[CH:19]=4)=[CH:15][C:8]=3[CH2:7][CH2:6]2)[CH2:4][CH2:3][CH2:2]1.P([O-])([O-])([O-])=O.[K+].[K+].[K+].[C@@H]1(N)CCCC[C@H]1N.[NH:42]1[CH:46]=[CH:45][CH:44]=[N:43]1, predict the reaction product.